Task: Predict the product of the given reaction.. Dataset: Forward reaction prediction with 1.9M reactions from USPTO patents (1976-2016) (1) Given the reactants [CH3:1][O:2][C:3]1[C:4]([NH:15][C:16](=[O:20])OCC)=[N:5][C:6]2[C:11]([N:12]=1)=[CH:10][C:9]([O:13][CH3:14])=[CH:8][CH:7]=2.[CH3:21][O:22][C:23]1[CH:28]=[CH:27][CH:26]=[CH:25][C:24]=1[N:29]1[CH2:34][CH2:33][NH:32][CH2:31][CH2:30]1, predict the reaction product. The product is: [CH3:1][O:2][C:3]1[C:4]([NH:15][C:16]([N:32]2[CH2:31][CH2:30][N:29]([C:24]3[CH:25]=[CH:26][CH:27]=[CH:28][C:23]=3[O:22][CH3:21])[CH2:34][CH2:33]2)=[O:20])=[N:5][C:6]2[C:11]([N:12]=1)=[CH:10][C:9]([O:13][CH3:14])=[CH:8][CH:7]=2. (2) Given the reactants [Cl-].[NH4+:2].CC1C=CC(S([O:13][C@@H:14]2[CH2:18]O[C@@H:16]3[C@@H:19](Br)[CH2:20][O:21][C@H:15]23)(=O)=O)=CC=1.N.CO, predict the reaction product. The product is: [NH2:2][CH2:18][C@@H:14]([C@@H:15]1[CH:16]=[CH:19][CH2:20][O:21]1)[OH:13]. (3) The product is: [CH2:18]([N:8]([CH2:1][C:2]1[CH:7]=[CH:6][CH:5]=[CH:4][CH:3]=1)[CH2:9][C:10]([F:17])([F:16])[CH2:11][OH:12])[C:19]1[CH:20]=[CH:21][CH:22]=[CH:23][CH:24]=1. Given the reactants [CH2:1]([N:8]([CH2:18][C:19]1[CH:24]=[CH:23][CH:22]=[CH:21][CH:20]=1)[CH2:9][C:10]([F:17])([F:16])[C:11](OCC)=[O:12])[C:2]1[CH:7]=[CH:6][CH:5]=[CH:4][CH:3]=1.CC(C[AlH]CC(C)C)C, predict the reaction product. (4) The product is: [Cl:31][C:32]1[CH:37]=[C:36]([C:16]2[CH:17]=[C:18]3[C:13](=[CH:14][CH:15]=2)[N:12]=[C:11]([N:9]2[CH:10]=[C:6]([C:4]([OH:3])=[O:5])[CH:7]=[N:8]2)[NH:20][C:19]3=[O:29])[CH:35]=[CH:34][CH:33]=1. Given the reactants C([O:3][C:4]([C:6]1[CH:7]=[N:8][N:9]([C:11]2[N:20](COCC[Si](C)(C)C)[C:19](=[O:29])[C:18]3[C:13](=[CH:14][CH:15]=[C:16](I)[CH:17]=3)[N:12]=2)[CH:10]=1)=[O:5])C.[Cl:31][C:32]1[CH:33]=[C:34](B(O)O)[CH:35]=[CH:36][CH:37]=1, predict the reaction product.